Task: Predict the reaction yield, written as a fraction of the theoretical maximum amount of product (1.0 means a 100% yield; for example, 0.34 means a 34% yield).. Dataset: Reaction yield outcomes from USPTO patents with 853,638 reactions (1) The reactants are [NH:1]1[C:5]2=[N:6][CH:7]=[CH:8][CH:9]=[C:4]2[CH:3]=[C:2]1[C:10]([OH:12])=O.F[P-](F)(F)(F)(F)F.[N:20]1([O:29][C:30](N(C)C)=[N+](C)C)[C:24]2C=CC=CC=2N=N1.C(N(CC)CC)C.Cl.CNOC. The catalyst is CN(C)C=O. The product is [CH3:30][O:29][N:20]([CH3:24])[C:10]([C:2]1[NH:1][C:5]2=[N:6][CH:7]=[CH:8][CH:9]=[C:4]2[CH:3]=1)=[O:12]. The yield is 0.790. (2) The yield is 0.700. The catalyst is C(=O)([O-])[O-].[Na+].[Na+].O1CCOCC1.CO.C(OCC)(=O)C.[Pd].C1(P(C2C=CC=CC=2)C2C=CC=CC=2)C=CC=CC=1.C1(P(C2C=CC=CC=2)C2C=CC=CC=2)C=CC=CC=1.C1(P(C2C=CC=CC=2)C2C=CC=CC=2)C=CC=CC=1.C1(P(C2C=CC=CC=2)C2C=CC=CC=2)C=CC=CC=1. The product is [S:39]1[C:35]2[CH:34]=[CH:33][C:32]([C:2]3[N:3]=[C:4]([NH:11][C:12]4[CH:13]=[CH:14][C:15]([O:20][CH3:21])=[C:16]([O:18][CH3:19])[CH:17]=4)[C:5]4[N:6]([CH:8]=[CH:9][N:10]=4)[CH:7]=3)=[CH:40][C:36]=2[N:37]=[CH:38]1. The reactants are Br[C:2]1[N:3]=[C:4]([NH:11][C:12]2[CH:17]=[C:16]([O:18][CH3:19])[C:15]([O:20][CH3:21])=[C:14](OC)[CH:13]=2)[C:5]2[N:6]([CH:8]=[CH:9][N:10]=2)[CH:7]=1.CC1(C)C(C)(C)OB([C:32]2[CH:33]=[CH:34][C:35]3[S:39][CH:38]=[N:37][C:36]=3[CH:40]=2)O1.